Dataset: Forward reaction prediction with 1.9M reactions from USPTO patents (1976-2016). Task: Predict the product of the given reaction. (1) Given the reactants [C:1]([O:7][CH2:8][N:9]1[C:13]2[N:14]=[N:15][CH:16]=[C:17]([C:18]3[CH:19]=[N:20][NH:21][CH:22]=3)[C:12]=2[CH:11]=[CH:10]1)(=[O:6])[C:2]([CH3:5])([CH3:4])[CH3:3].[CH2:23]1[CH2:33][CH2:32][N:31]2[C:26](=NCCC2)[CH2:25][CH2:24]1.[C:34](#N)C, predict the reaction product. The product is: [C:1]([O:7][CH2:8][N:9]1[C:13]2[N:14]=[N:15][CH:16]=[C:17]([C:18]3[CH:19]=[N:20][N:21]([CH:23]([CH:24]4[CH2:25][CH2:26][CH2:34]4)[CH2:33][C:32]#[N:31])[CH:22]=3)[C:12]=2[CH:11]=[CH:10]1)(=[O:6])[C:2]([CH3:5])([CH3:4])[CH3:3]. (2) Given the reactants [C:1]([O:7][CH2:8][CH3:9])(=[O:6])[CH2:2][C:3]([CH3:5])=[O:4].[Cl-].[Mg+2].[Cl-].N1C=CC=CC=1.[Cl:19][C:20]1[CH:28]=[CH:27]C(C(Cl)=O)=[CH:22][CH:21]=1.Cl, predict the reaction product. The product is: [Cl:19][C:20]1[CH:28]=[CH:27][C:5]([C:3]([CH2:2][C:1]([O:7][CH2:8][CH3:9])=[O:6])=[O:4])=[CH:22][CH:21]=1. (3) Given the reactants [F:1][C:2]1[CH:3]=[CH:4][C:5]2[NH:11][C:10]3[CH:12]=[CH:13][C:14]([CH3:16])=[CH:15][C:9]=3[C:8]([N:17]3[CH2:22][CH2:21][NH:20][C@@H:19]([CH2:23][CH2:24][C:25]4[CH:30]=[CH:29][C:28]([F:31])=[CH:27][CH:26]=4)[CH2:18]3)=[N:7][C:6]=2[CH:32]=1.[C:33]([O:36][BH-]([O:36][C:33](=[O:35])[CH3:34])[O:36][C:33](=[O:35])[CH3:34])(=[O:35])[CH3:34].[Na+].[CH2:47]=[O:48].[Cl-].[Na+].[OH2:51], predict the reaction product. The product is: [C:33]([OH:36])(=[O:35])[CH2:34][CH2:2][C:47]([OH:51])=[O:48].[F:1][C:2]1[CH:3]=[CH:4][C:5]2[NH:11][C:10]3[CH:12]=[CH:13][C:14]([CH3:16])=[CH:15][C:9]=3[C:8]([N:17]3[CH2:22][CH2:21][N:20]([CH3:33])[C@@H:19]([CH2:23][CH2:24][C:25]4[CH:26]=[CH:27][C:28]([F:31])=[CH:29][CH:30]=4)[CH2:18]3)=[N:7][C:6]=2[CH:32]=1.